This data is from Full USPTO retrosynthesis dataset with 1.9M reactions from patents (1976-2016). The task is: Predict the reactants needed to synthesize the given product. Given the product [C:10]([O-:14])(=[O:13])[CH2:11][CH3:12].[Pd+2:9].[C:10]([O-:14])(=[O:13])[CH2:11][CH3:12], predict the reactants needed to synthesize it. The reactants are: CC(O)=O.CC(O)=O.[Pd:9].[C:10]([OH:14])(=[O:13])[CH2:11][CH3:12].